From a dataset of Reaction yield outcomes from USPTO patents with 853,638 reactions. Predict the reaction yield, written as a fraction of the theoretical maximum amount of product (1.0 means a 100% yield; for example, 0.34 means a 34% yield). (1) The reactants are C1(P(C2C=CC=CC=2)C2C=CC=CC=2)C=CC=CC=1.[Br:20]N1C(=O)CCC1=O.[CH:28]1[C:37]2[C:32](=[CH:33][CH:34]=[CH:35][CH:36]=2)[CH:31]=[CH:30][C:29]=1[CH2:38][CH2:39]O.N1C=CN=C1. The catalyst is ClCCl. The product is [Br:20][CH2:39][CH2:38][C:29]1[CH:30]=[CH:31][C:32]2[C:37](=[CH:36][CH:35]=[CH:34][CH:33]=2)[CH:28]=1. The yield is 0.860. (2) The reactants are C([Cl:4])(=O)C.C(OC([N:12]1[CH2:36][CH2:35][C:15]2([CH2:18][N:17]([C@H:19]3[C:27]4[C:22](=[CH:23][C:24]([C:28]5[CH:33]=[C:32]([CH3:34])[N:31]=[CH:30][N:29]=5)=[CH:25][CH:26]=4)[CH2:21][CH2:20]3)[CH2:16]2)[CH2:14][CH2:13]1)=O)(C)(C)C. The catalyst is CO. The product is [ClH:4].[ClH:4].[CH3:34][C:32]1[N:31]=[CH:30][N:29]=[C:28]([C:24]2[CH:23]=[C:22]3[C:27](=[CH:26][CH:25]=2)[CH:19]([N:17]2[CH2:18][C:15]4([CH2:35][CH2:36][NH:12][CH2:13][CH2:14]4)[CH2:16]2)[CH2:20][CH2:21]3)[CH:33]=1. The yield is 0.980.